Task: Predict the product of the given reaction.. Dataset: Forward reaction prediction with 1.9M reactions from USPTO patents (1976-2016) (1) The product is: [O:16]1[CH2:17][CH2:18][N:13]([C:2]2[CH:9]=[CH:8][C:7]([N+:10]([O-:12])=[O:11])=[CH:6][C:3]=2[C:4]#[N:5])[CH2:14][CH2:15]1. Given the reactants F[C:2]1[CH:9]=[CH:8][C:7]([N+:10]([O-:12])=[O:11])=[CH:6][C:3]=1[C:4]#[N:5].[NH:13]1[CH2:18][CH2:17][O:16][CH2:15][CH2:14]1, predict the reaction product. (2) Given the reactants [CH2:1]([O:3][C:4]1[C:8]([CH2:9][CH2:10][CH2:11][OH:12])=[CH:7][N:6]([C:13]2[CH:18]=[CH:17][C:16]([C:19]([F:22])([F:21])[F:20])=[CH:15][N:14]=2)[N:5]=1)[CH3:2].O[C:24]1[C:28]([CH2:29][C:30]([O:32]C)=[O:31])=[CH:27][N:26]([C:34]2[CH:39]=[CH:38][CH:37]=[CH:36][CH:35]=2)[N:25]=1.C(P(CCCC)CCCC)CCC.N(C(N1CCCCC1)=O)=NC(N1CCCCC1)=O, predict the reaction product. The product is: [CH2:1]([O:3][C:4]1[C:8]([CH2:9][CH2:10][CH2:11][O:12][C:24]2[C:28]([CH2:29][C:30]([OH:32])=[O:31])=[CH:27][N:26]([C:34]3[CH:39]=[CH:38][CH:37]=[CH:36][CH:35]=3)[N:25]=2)=[CH:7][N:6]([C:13]2[CH:18]=[CH:17][C:16]([C:19]([F:21])([F:20])[F:22])=[CH:15][N:14]=2)[N:5]=1)[CH3:2]. (3) Given the reactants Cl[C:2]1[NH:6][C:5]2[CH:7]=[CH:8][CH:9]=[CH:10][C:4]=2[N:3]=1.[F:11][C:12]([F:41])([F:40])[CH2:13][NH:14][C:15]([C:17]1([CH2:30][CH2:31][CH2:32][CH2:33][N:34]2[CH2:39][CH2:38][NH:37][CH2:36][CH2:35]2)[C:29]2[CH:28]=[CH:27][CH:26]=[CH:25][C:24]=2[C:23]2[C:18]1=[CH:19][CH:20]=[CH:21][CH:22]=2)=[O:16], predict the reaction product. The product is: [F:40][C:12]([F:11])([F:41])[CH2:13][NH:14][C:15]([C:17]1([CH2:30][CH2:31][CH2:32][CH2:33][N:34]2[CH2:35][CH2:36][N:37]([C:2]3[NH:6][C:5]4[CH:7]=[CH:8][CH:9]=[CH:10][C:4]=4[N:3]=3)[CH2:38][CH2:39]2)[C:18]2[CH:19]=[CH:20][CH:21]=[CH:22][C:23]=2[C:24]2[C:29]1=[CH:28][CH:27]=[CH:26][CH:25]=2)=[O:16].